The task is: Predict which catalyst facilitates the given reaction.. This data is from Catalyst prediction with 721,799 reactions and 888 catalyst types from USPTO. (1) Product: [CH2:42]([O:41][C:39](=[O:40])[NH:38][CH2:37][C:36]([N:20]1[CH2:21][CH:22]([C:23](=[O:35])[NH:24][C:25]2[C:34]3[C:29](=[CH:30][CH:31]=[CH:32][CH:33]=3)[CH:28]=[CH:27][CH:26]=2)[CH:16]2[N:15]([C:13](=[O:14])[CH:8]([NH2:7])[C:9]([CH3:10])([CH3:11])[CH3:12])[CH2:19][CH2:18][CH:17]12)=[O:49])[C:43]1[CH:44]=[CH:45][CH:46]=[CH:47][CH:48]=1. The catalyst class is: 2. Reactant: C(OC(=O)[NH:7][CH:8]([C:13]([N:15]1[CH2:19][CH2:18][CH:17]2[N:20]([C:36](=[O:49])[CH2:37][NH:38][C:39]([O:41][CH2:42][C:43]3[CH:48]=[CH:47][CH:46]=[CH:45][CH:44]=3)=[O:40])[CH2:21][CH:22]([C:23](=[O:35])[NH:24][C:25]3[C:34]4[C:29](=[CH:30][CH:31]=[CH:32][CH:33]=4)[CH:28]=[CH:27][CH:26]=3)[CH:16]12)=[O:14])[C:9]([CH3:12])([CH3:11])[CH3:10])(C)(C)C.C(O)(C(F)(F)F)=O. (2) Reactant: FC(F)(F)S(O[CH2:7][C:8]([F:16])([F:15])[C:9]1[CH:14]=[CH:13][CH:12]=[CH:11][N:10]=1)(=O)=O.[N-:19]=[N+:20]=[N-:21].[Na+].O. Product: [F:15][C:8]([F:16])([C:9]1[CH:14]=[CH:13][CH:12]=[CH:11][N:10]=1)[CH2:7][N:19]=[N+:20]=[N-:21]. The catalyst class is: 3. (3) Reactant: [Cl:1][C:2]1[CH:3]=[C:4]2[C:8](=[CH:9][CH:10]=1)[N:7]([CH3:11])[C:6]([CH2:12][CH2:13][CH2:14][CH2:15][CH2:16][CH3:17])=[CH:5]2.[Cl-].C[Al+]C.Cl[C:23](=[O:32])[CH2:24][C@@H:25]([CH3:31])[CH2:26][C:27]([O:29][CH3:30])=[O:28].[Cl-].[NH4+]. The catalyst class is: 124. Product: [CH3:30][O:29][C:27](=[O:28])[CH2:26][C@H:25]([CH3:31])[CH2:24][C:23]([C:5]1[C:4]2[C:8](=[CH:9][CH:10]=[C:2]([Cl:1])[CH:3]=2)[N:7]([CH3:11])[C:6]=1[CH2:12][CH2:13][CH2:14][CH2:15][CH2:16][CH3:17])=[O:32].